This data is from Forward reaction prediction with 1.9M reactions from USPTO patents (1976-2016). The task is: Predict the product of the given reaction. (1) Given the reactants [CH3:1][O:2][C:3]1[CH:8]=[CH:7][C:6]([C:9]2[C:13]3[CH:14]=[C:15]([C:18]4[O:22][C:21]([SH:23])=[N:20][N:19]=4)[CH:16]=[CH:17][C:12]=3[O:11][CH:10]=2)=[CH:5][CH:4]=1.[CH3:24][O:25][C:26]1[CH:33]=[CH:32][C:29]([CH2:30]Cl)=[CH:28][CH:27]=1, predict the reaction product. The product is: [CH3:24][O:25][C:26]1[CH:33]=[CH:32][C:29]([CH2:30][S:23][C:21]2[O:22][C:18]([C:15]3[CH:16]=[CH:17][C:12]4[O:11][CH:10]=[C:9]([C:6]5[CH:5]=[CH:4][C:3]([O:2][CH3:1])=[CH:8][CH:7]=5)[C:13]=4[CH:14]=3)=[N:19][N:20]=2)=[CH:28][CH:27]=1. (2) Given the reactants [F:1][C:2]1[CH:7]=[CH:6][C:5]([CH:8]([N:33]2[CH2:38][CH2:37][N:36]([CH:39]([CH3:41])[CH3:40])[CH2:35][CH2:34]2)[CH2:9][N:10]2[CH2:15][CH2:14][N:13]([CH2:16][CH2:17][CH2:18][C:19]3[S:23][C:22]([C:24](=[O:26])[NH2:25])=[N:21][C:20]=3[C:27]3[CH:32]=[CH:31][CH:30]=[CH:29][CH:28]=3)[CH2:12][CH2:11]2)=[CH:4][CH:3]=1.[ClH:42].O1CCOCC1, predict the reaction product. The product is: [ClH:42].[ClH:42].[ClH:42].[ClH:42].[F:1][C:2]1[CH:7]=[CH:6][C:5]([CH:8]([N:33]2[CH2:38][CH2:37][N:36]([CH:39]([CH3:41])[CH3:40])[CH2:35][CH2:34]2)[CH2:9][N:10]2[CH2:11][CH2:12][N:13]([CH2:16][CH2:17][CH2:18][C:19]3[S:23][C:22]([C:24](=[O:26])[NH2:25])=[N:21][C:20]=3[C:27]3[CH:32]=[CH:31][CH:30]=[CH:29][CH:28]=3)[CH2:14][CH2:15]2)=[CH:4][CH:3]=1.